Dataset: NCI-60 drug combinations with 297,098 pairs across 59 cell lines. Task: Regression. Given two drug SMILES strings and cell line genomic features, predict the synergy score measuring deviation from expected non-interaction effect. Drug 1: C1CN1P(=S)(N2CC2)N3CC3. Drug 2: CC12CCC3C(C1CCC2OP(=O)(O)O)CCC4=C3C=CC(=C4)OC(=O)N(CCCl)CCCl.[Na+]. Cell line: NCI-H322M. Synergy scores: CSS=17.5, Synergy_ZIP=-1.46, Synergy_Bliss=1.60, Synergy_Loewe=-2.30, Synergy_HSA=-2.11.